This data is from Reaction yield outcomes from USPTO patents with 853,638 reactions. The task is: Predict the reaction yield, written as a fraction of the theoretical maximum amount of product (1.0 means a 100% yield; for example, 0.34 means a 34% yield). (1) The reactants are [F:1][C:2]1[CH:7]=[C:6]([N:8]2[CH2:13][CH2:12][O:11][CH2:10][CH2:9]2)[C:5]([F:14])=[CH:4][C:3]=1[N:15]1[CH:20]=[C:19]([O:21][CH3:22])[C:18](=[O:23])[C:17]([C:24](N(OC)C)=[O:25])=[N:16]1.[CH3:30][Mg+].[Br-]. The catalyst is C1COCC1. The product is [C:24]([C:17]1[C:18](=[O:23])[C:19]([O:21][CH3:22])=[CH:20][N:15]([C:3]2[CH:4]=[C:5]([F:14])[C:6]([N:8]3[CH2:13][CH2:12][O:11][CH2:10][CH2:9]3)=[CH:7][C:2]=2[F:1])[N:16]=1)(=[O:25])[CH3:30]. The yield is 0.750. (2) The reactants are [Cl:1][C:2]1[CH:7]=[CH:6][C:5]([Cl:8])=[CH:4][C:3]=1[C:9]1[C:14]([Cl:15])=[CH:13][C:12]([O:16][CH3:17])=[C:11]([NH:18][CH2:19][C:20]([OH:22])=O)[CH:10]=1.CCN(CC)CC.CCN=C=NCCCN(C)C.Cl.C1C=CC2N(O)N=NC=2C=1.Cl.[C:53]([N:57]1[CH2:62][CH2:61][NH:60][CH2:59][CH:58]1[C:63]([NH2:65])=[O:64])(=[O:56])[CH:54]=[CH2:55]. The catalyst is CN(C=O)C. The product is [C:53]([N:57]1[CH2:62][CH2:61][N:60]([C:20](=[O:22])[CH2:19][NH:18][C:11]2[CH:10]=[C:9]([C:3]3[CH:4]=[C:5]([Cl:8])[CH:6]=[CH:7][C:2]=3[Cl:1])[C:14]([Cl:15])=[CH:13][C:12]=2[O:16][CH3:17])[CH2:59][CH:58]1[C:63]([NH2:65])=[O:64])(=[O:56])[CH:54]=[CH2:55]. The yield is 0.0297. (3) The reactants are [H-].[Na+].[C:3]([CH2:5][C:6]([O:8][CH2:9][CH3:10])=[O:7])#[N:4].[Br:11][C:12]1[CH:13]=[N:14][C:15](Br)=[N:16][CH:17]=1. The catalyst is O1CCCC1. The product is [Br:11][C:12]1[CH:13]=[N:14][C:15]([CH:5]([C:3]#[N:4])[C:6]([O:8][CH2:9][CH3:10])=[O:7])=[N:16][CH:17]=1. The yield is 0.240. (4) The catalyst is C(O)C.[Pd].[C]. The product is [CH2:26]([NH:17][C:14]1[CH:15]=[C:16]2[C:11](=[CH:12][CH:13]=1)[NH:10][N:9]=[C:8]2[C:5]1[CH:4]=[CH:3][C:2]([F:1])=[CH:7][CH:6]=1)[CH3:27]. The reactants are [F:1][C:2]1[CH:7]=[CH:6][C:5]([C:8]2[C:16]3[C:11](=[CH:12][CH:13]=[C:14]([N+:17]([O-])=O)[CH:15]=3)[N:10](COCCOC)[N:9]=2)=[CH:4][CH:3]=1.[CH:26](=O)[CH3:27]. The yield is 0.110. (5) The reactants are [N:1]1[CH:6]=[CH:5][C:4]([CH2:7][C:8](OCC)=[O:9])=[CH:3][CH:2]=1.[H-].[H-].[H-].[H-].[Li+].[Al+3].[OH-].[Na+]. The catalyst is C(OCC)C. The product is [OH:9][CH2:8][CH2:7][C:4]1[CH:5]=[CH:6][N:1]=[CH:2][CH:3]=1. The yield is 0.540. (6) The reactants are [F:1][C:2]([F:29])([F:28])[C:3]1[CH:4]=[C:5]([C:9]([CH3:27])=[CH:10][C:11]([C:13]2[CH:18]=[CH:17][C:16]([C:19]3[CH:24]=[CH:23][C:22](C=O)=[CH:21][CH:20]=3)=[CH:15][CH:14]=2)=[O:12])[CH:6]=[CH:7][CH:8]=1.CN1CCC(=C2[C:45]3[N:46]=[CH:47]C=[CH:49][C:44]=3[CH2:43]CC3C=CC=CC2=3)CC1.[CH:52](=[O:59])C1C=CC=CC=1.Cl.N(CC(O)=[O:65])C. No catalyst specified. The product is [CH3:52][O:59][C:43]([CH:44]1[CH2:49][N:46]([CH2:47][C:22]2[CH:23]=[CH:24][C:19]([C:16]3[CH:17]=[CH:18][C:13]([C:11](=[O:12])[CH:10]=[C:9]([C:5]4[CH:6]=[CH:7][CH:8]=[C:3]([C:2]([F:1])([F:29])[F:28])[CH:4]=4)[CH3:27])=[CH:14][CH:15]=3)=[CH:20][CH:21]=2)[CH2:45]1)=[O:65]. The yield is 0.580.